This data is from Reaction yield outcomes from USPTO patents with 853,638 reactions. The task is: Predict the reaction yield, written as a fraction of the theoretical maximum amount of product (1.0 means a 100% yield; for example, 0.34 means a 34% yield). The reactants are [CH3:1][C:2]1[N:7]=[C:6]([C:8]([NH:10][C:11]23[CH2:18][C:15]([C:19]([O:21]C)=[O:20])([CH2:16][CH2:17]2)[CH2:14][CH2:13][CH2:12]3)=[O:9])[CH:5]=[N:4][CH:3]=1.[Li+].[OH-]. The catalyst is CO.O. The product is [CH3:1][C:2]1[N:7]=[C:6]([C:8]([NH:10][C:11]23[CH2:18][C:15]([C:19]([OH:21])=[O:20])([CH2:16][CH2:17]2)[CH2:14][CH2:13][CH2:12]3)=[O:9])[CH:5]=[N:4][CH:3]=1. The yield is 0.910.